Dataset: Forward reaction prediction with 1.9M reactions from USPTO patents (1976-2016). Task: Predict the product of the given reaction. (1) Given the reactants [O:1]1[CH2:6][CH2:5][CH:4]([CH2:7][OH:8])[CH2:3][CH2:2]1.O[C:10]1[CH:11]=[C:12]([CH:18]=[CH:19][CH:20]=1)[C:13]([O:15]CC)=[O:14], predict the reaction product. The product is: [O:1]1[CH2:6][CH2:5][CH:4]([CH2:7][O:8][C:10]2[CH:11]=[C:12]([CH:18]=[CH:19][CH:20]=2)[C:13]([OH:15])=[O:14])[CH2:3][CH2:2]1. (2) Given the reactants [Br:1][C:2]1[C:3](=[O:29])[N:4]([C:19]2[CH:20]=[C:21]([CH:25]=[CH:26][C:27]=2[F:28])[C:22](O)=[O:23])[C:5]([CH3:18])=[CH:6][C:7]=1[O:8][CH2:9][C:10]1[CH:15]=[CH:14][C:13]([F:16])=[CH:12][C:11]=1[F:17].O[N:31]1[C:35]2C=CC=C[C:34]=2[N:33]=N1.N=C=N.[CH3:43]N.CN=C=O.O1CC[CH2:51][CH2:50]1, predict the reaction product. The product is: [Br:1][C:2]1[C:3](=[O:29])[N:4]([C:19]2[CH:20]=[C:21]([C:22]([N:33]3[CH2:34][CH2:35][N:31]([CH3:43])[CH2:51][CH2:50]3)=[O:23])[CH:25]=[CH:26][C:27]=2[F:28])[C:5]([CH3:18])=[CH:6][C:7]=1[O:8][CH2:9][C:10]1[CH:15]=[CH:14][C:13]([F:16])=[CH:12][C:11]=1[F:17]. (3) Given the reactants Br[C:2]1[CH:3]=[C:4]2[C:9](=[C:10]([O:12]COCC[Si](C)(C)C)[CH:11]=1)[N:8]=[CH:7][N:6](COCC[Si](C)(C)C)[C:5]2=[O:29].[Cl:30][C:31]1[CH:36]=[CH:35][C:34]([Cl:37])=[CH:33][C:32]=1B(O)O.C1C2C(=CC=CC=2)CCC=1B(O)O.C(=O)([O-])[O-].[K+].[K+], predict the reaction product. The product is: [Cl:30][C:31]1[CH:36]=[CH:35][C:34]([Cl:37])=[CH:33][C:32]=1[C:2]1[CH:3]=[C:4]2[C:9](=[C:10]([OH:12])[CH:11]=1)[N:8]=[CH:7][NH:6][C:5]2=[O:29]. (4) Given the reactants [C:1]1([C@H:7]2[O:12][C@@H:11](OS(C3C=CC(C)=CC=3)(=O)=O)[CH2:10][CH2:9][O:8]2)[CH:6]=[CH:5][CH:4]=[CH:3][CH:2]=1.[C:24]([O-:27])(=[S:26])[CH3:25].[Na+].C1C=CC=CC=1, predict the reaction product. The product is: [C:24]([S:26][C@@H:11]1[CH2:10][CH2:9][O:8][C@@H:7]([C:1]2[CH:2]=[CH:3][CH:4]=[CH:5][CH:6]=2)[O:12]1)(=[O:27])[CH3:25]. (5) Given the reactants I[C:2]1[CH:3]=[C:4]([NH2:9])[CH:5]=[N:6][C:7]=1[CH3:8].C1(P(C2C=CC=CC=2)C2C=CC=CC=2)C=CC=CC=1.[CH3:29][C:30]([OH:34])([C:32]#[CH:33])[CH3:31], predict the reaction product. The product is: [NH2:9][C:4]1[CH:3]=[C:2]([C:33]#[C:32][C:30]([CH3:31])([OH:34])[CH3:29])[C:7]([CH3:8])=[N:6][CH:5]=1. (6) The product is: [Cl:22][C:17]1[CH:18]=[CH:19][CH:20]=[C:21]2[C:16]=1[C:15](=[O:23])[C:14]([CH3:25])([CH3:24])[CH:13]2[N:12]1[C:8]([CH2:7][OH:6])=[CH:9][N:10]=[CH:11]1. Given the reactants C([SiH2][O:6][C:7](C)(C)[C:8]1[N:12]([CH:13]2[C:21]3[C:16](=[C:17]([Cl:22])[CH:18]=[CH:19][CH:20]=3)[C:15](=[O:23])[C:14]2([CH3:25])[CH3:24])[CH:11]=[N:10][CH:9]=1)(C)(C)C.Cl.C(OCC)C, predict the reaction product.